Dataset: Forward reaction prediction with 1.9M reactions from USPTO patents (1976-2016). Task: Predict the product of the given reaction. The product is: [F:1][C:2]1[CH:3]=[C:4]([CH:5]=[CH:15][N+:12]([O-:14])=[O:13])[CH:7]=[C:8]([F:11])[C:9]=1[OH:10]. Given the reactants [F:1][C:2]1[CH:3]=[C:4]([CH:7]=[C:8]([F:11])[C:9]=1[OH:10])[CH:5]=O.[N+:12]([CH3:15])([O-:14])=[O:13].C([O-])(=O)C.[NH4+], predict the reaction product.